Dataset: Full USPTO retrosynthesis dataset with 1.9M reactions from patents (1976-2016). Task: Predict the reactants needed to synthesize the given product. (1) Given the product [F:1][C:2]1[CH:7]=[CH:6][CH:5]=[CH:4][C:3]=1[CH:8]([C:9]([O:11][C:25]1[CH:26]=[CH:27][C:22]([N+:19]([O-:21])=[O:20])=[CH:23][CH:24]=1)=[O:10])[C:12]([O:14][C:25]1[CH:26]=[CH:27][C:22]([N+:19]([O-:21])=[O:20])=[CH:23][CH:24]=1)=[O:13], predict the reactants needed to synthesize it. The reactants are: [F:1][C:2]1[CH:7]=[CH:6][CH:5]=[CH:4][C:3]=1[CH:8]([C:12]([OH:14])=[O:13])[C:9]([OH:11])=[O:10].S(Cl)(Cl)=O.[N+:19]([C:22]1[CH:27]=[CH:26][C:25](O)=[CH:24][CH:23]=1)([O-:21])=[O:20]. (2) Given the product [NH:1]1[C:5]2[CH:6]=[CH:7][C:8]([C:10]([CH:29]3[C:30](=[O:32])[O:31][C:26]([CH3:34])([CH3:25])[O:27][C:28]3=[O:33])=[O:12])=[CH:9][C:4]=2[N:3]=[N:2]1, predict the reactants needed to synthesize it. The reactants are: [NH:1]1[C:5]2[CH:6]=[CH:7][C:8]([C:10]([OH:12])=O)=[CH:9][C:4]=2[N:3]=[N:2]1.CCN=C=NCCCN(C)C.Cl.[CH3:25][C:26]1([CH3:34])[O:31][C:30](=[O:32])[CH2:29][C:28](=[O:33])[O:27]1.